The task is: Predict the reaction yield, written as a fraction of the theoretical maximum amount of product (1.0 means a 100% yield; for example, 0.34 means a 34% yield).. This data is from Reaction yield outcomes from USPTO patents with 853,638 reactions. (1) The reactants are [CH3:1][N:2]1[C:10]([NH2:11])=[C:9]2[C:4]([N:5]([C:12]3[C:17]([CH3:18])=[CH:16][C:15]([CH3:19])=[CH:14][C:13]=3[CH3:20])[CH2:6][CH2:7][CH2:8]2)=[N:3]1.CCN(CC)CC.[CH3:28][O:29][CH2:30][C:31](=O)[CH2:32][CH3:33].C1(C)C=CC=CC=1.[BH3-]C#N.[Na+]. The catalyst is C(Cl)Cl.CO.Cl[Ti](Cl)(Cl)Cl. The product is [CH3:28][O:29][CH2:30][CH:31]([NH:11][C:10]1[N:2]([CH3:1])[N:3]=[C:4]2[C:9]=1[CH2:8][CH2:7][CH2:6][N:5]2[C:12]1[C:17]([CH3:18])=[CH:16][C:15]([CH3:19])=[CH:14][C:13]=1[CH3:20])[CH2:32][CH3:33]. The yield is 0.770. (2) The reactants are [NH:1]1[CH:5]=[C:4]([C:6]#[N:7])[N:3]=[CH:2]1.[CH3:8][Si:9]([CH3:16])([CH3:15])[CH2:10][CH2:11][O:12][CH2:13]Cl.C([O-])([O-])=O.[K+].[K+].CC(C)=O. The catalyst is CCOC(C)=O. The product is [CH3:8][Si:9]([CH3:16])([CH3:15])[CH2:10][CH2:11][O:12][CH2:13][N:1]1[CH:5]=[C:4]([C:6]#[N:7])[N:3]=[CH:2]1. The yield is 0.700.